From a dataset of Full USPTO retrosynthesis dataset with 1.9M reactions from patents (1976-2016). Predict the reactants needed to synthesize the given product. Given the product [OH:3][C:4]1[CH:5]=[C:6]([C:11]2[N:12]=[C:13]3[C:18](=[N:19][C:20]=2[C:21]2[CH:26]=[CH:25][C:24]([OH:27])=[C:23]([OH:28])[CH:22]=2)[N:17]=[C:16]([NH2:29])[N:15]=[C:14]3[NH2:30])[CH:7]=[CH:8][C:9]=1[OH:10], predict the reactants needed to synthesize it. The reactants are: Cl.Cl.[OH:3][C:4]1[CH:5]=[C:6]([C:11]2[N:12]=[C:13]3[C:18](=[N:19][C:20]=2[C:21]2[CH:26]=[CH:25][C:24]([OH:27])=[C:23]([OH:28])[CH:22]=2)[N:17]=[C:16]([NH2:29])[N:15]=[C:14]3[NH2:30])[CH:7]=[CH:8][C:9]=1[OH:10].C([O-])(O)=O.[Na+].